This data is from Reaction yield outcomes from USPTO patents with 853,638 reactions. The task is: Predict the reaction yield, written as a fraction of the theoretical maximum amount of product (1.0 means a 100% yield; for example, 0.34 means a 34% yield). (1) The reactants are [Li+].CC([N-]C(C)C)C.[C:9]([O:14][CH2:15][CH3:16])(=[O:13])[CH:10]([CH3:12])[CH3:11].Br[CH2:18][CH2:19][CH2:20][CH2:21][CH2:22][CH2:23][CH2:24][Br:25]. The catalyst is C1COCC1. The product is [Br:25][CH2:24][CH2:23][CH2:22][CH2:21][CH2:20][CH2:19][CH2:18][C:10]([CH3:12])([CH3:11])[C:9]([O:14][CH2:15][CH3:16])=[O:13]. The yield is 0.450. (2) The reactants are [Cl:1][C:2]1[CH:3]=[CH:4][C:5]([CH2:8][O:9][C:10]2[CH:15]=[CH:14][NH:13][C:12](=[O:16])[CH:11]=2)=[N:6][CH:7]=1.Br[C:18]1[CH:26]=[C:25]2[C:21]([C:22]3[CH2:31][CH2:30][N:29]([C:32]([O:34][C:35]([CH3:38])([CH3:37])[CH3:36])=[O:33])[CH2:28][C:23]=3[N:24]2[CH3:27])=[CH:20][CH:19]=1. No catalyst specified. The product is [Cl:1][C:2]1[CH:3]=[CH:4][C:5]([CH2:8][O:9][C:10]2[CH:15]=[CH:14][N:13]([C:18]3[CH:26]=[C:25]4[C:21]([C:22]5[CH2:31][CH2:30][N:29]([C:32]([O:34][C:35]([CH3:38])([CH3:37])[CH3:36])=[O:33])[CH2:28][C:23]=5[N:24]4[CH3:27])=[CH:20][CH:19]=3)[C:12](=[O:16])[CH:11]=2)=[N:6][CH:7]=1. The yield is 0.250. (3) The reactants are [C:1]([O:5][C:6](=[O:18])[CH2:7][C@H:8]([CH2:12][C@H:13]([CH3:17])[CH2:14][CH2:15][CH3:16])[C:9](O)=[O:10])([CH3:4])([CH3:3])[CH3:2]. The catalyst is C1COCC1.[Cl-].[Na+].O. The product is [C:1]([O:5][C:6](=[O:18])[CH2:7][C@@H:8]([CH2:9][OH:10])[CH2:12][C@H:13]([CH3:17])[CH2:14][CH2:15][CH3:16])([CH3:2])([CH3:4])[CH3:3]. The yield is 0.590.